This data is from Peptide-MHC class II binding affinity with 134,281 pairs from IEDB. The task is: Regression. Given a peptide amino acid sequence and an MHC pseudo amino acid sequence, predict their binding affinity value. This is MHC class II binding data. The peptide sequence is PVGEIYKRWIILGLNKIV. The MHC is DRB1_0101 with pseudo-sequence DRB1_0101. The binding affinity (normalized) is 0.801.